Dataset: Catalyst prediction with 721,799 reactions and 888 catalyst types from USPTO. Task: Predict which catalyst facilitates the given reaction. (1) Reactant: [F:1][C:2]1[C:3]([NH:25][CH2:26][CH2:27][N:28]([CH3:30])[CH3:29])=[CH:4][C:5]2[NH:9][C:8]([C:10]3[C:14]([N+:15]([O-])=O)=[CH:13][N:12]([CH:18]4[CH2:23][CH2:22][CH2:21][CH2:20][O:19]4)[N:11]=3)=[N:7][C:6]=2[CH:24]=1.[H][H]. Product: [NH2:15][C:14]1[C:10]([C:8]2[NH:9][C:5]3[CH:4]=[C:3]([NH:25][CH2:26][CH2:27][N:28]([CH3:29])[CH3:30])[C:2]([F:1])=[CH:24][C:6]=3[N:7]=2)=[N:11][N:12]([CH:18]2[CH2:23][CH2:22][CH2:21][CH2:20][O:19]2)[CH:13]=1. The catalyst class is: 19. (2) Reactant: [F:1][C:2]1[CH:7]=[C:6]([O:8]C)[CH:5]=[CH:4][C:3]=1[S:10]([NH:13][C:14]1[CH:15]=[CH:16][C:17]2[CH2:21][O:20][B:19]([OH:22])[C:18]=2[CH:23]=1)(=[O:12])=[O:11].B(Br)(Br)Br. Product: [F:1][C:2]1[CH:7]=[C:6]([OH:8])[CH:5]=[CH:4][C:3]=1[S:10]([NH:13][C:14]1[CH:15]=[CH:16][C:17]2[CH2:21][O:20][B:19]([OH:22])[C:18]=2[CH:23]=1)(=[O:12])=[O:11]. The catalyst class is: 2. (3) Reactant: [C:1]([OH:6])(=[O:5])[C:2]([CH3:4])=[CH2:3].[O:7]1[CH2:12][CH2:11][CH2:10][CH:9]=[CH:8]1. Product: [C:1]([O:6][CH:8]1[CH2:9][CH2:10][CH2:11][CH2:12][O:7]1)(=[O:5])[C:2]([CH3:4])=[CH2:3]. The catalyst class is: 501. (4) Reactant: C[O:2][C:3]([C:5]1(/[CH:11]=[CH:12]/[C:13]2[CH:22]=[C:21]3[C:16]([CH:17]=[CH:18][C:19]([C@H:23]([NH:25][C:26]([O:28][C:29]([CH3:32])([CH3:31])[CH3:30])=[O:27])[CH3:24])=[N:20]3)=[CH:15][CH:14]=2)[CH2:10][CH2:9][CH2:8][CH2:7][O:6]1)=[O:4].O.[OH-].[Li+]. Product: [C:29]([O:28][C:26]([NH:25][C@@H:23]([C:19]1[CH:18]=[CH:17][C:16]2[C:21](=[CH:22][C:13](/[CH:12]=[CH:11]/[C:5]3([C:3]([OH:4])=[O:2])[CH2:10][CH2:9][CH2:8][CH2:7][O:6]3)=[CH:14][CH:15]=2)[N:20]=1)[CH3:24])=[O:27])([CH3:30])([CH3:31])[CH3:32]. The catalyst class is: 30.